Task: Predict the reactants needed to synthesize the given product.. Dataset: Full USPTO retrosynthesis dataset with 1.9M reactions from patents (1976-2016) The reactants are: Br[C:2]1[CH:3]=[C:4]([CH2:8][NH2:9])[CH:5]=[CH:6][CH:7]=1.C(OC(OC(C)(C)C)=O)(OC(C)(C)C)=O.CC1(C)C(C)(C)OB(B2OC(C)(C)C(C)(C)O2)O1.Cl[C:44]1[CH:49]=[CH:48][N:47]=[C:46]([NH2:50])[C:45]=1[N+:51]([O-])=O.[CH3:54][N:55]1[CH:59]=[C:58]([CH:60]=O)[CH:57]=[N:56]1.[C:62]([C:66]1[O:70][N:69]=[C:68]([C:71]([O-])=[O:72])[N:67]=1)([CH3:65])([CH3:64])[CH3:63]. Given the product [C:62]([C:66]1[O:70][N:69]=[C:68]([C:71]([NH:9][CH2:8][C:4]2[CH:5]=[CH:6][CH:7]=[C:2]([C:44]3[CH:49]=[CH:48][N:47]=[C:46]4[NH:50][C:60]([C:58]5[CH:57]=[N:56][N:55]([CH3:54])[CH:59]=5)=[N:51][C:45]=34)[CH:3]=2)=[O:72])[N:67]=1)([CH3:65])([CH3:63])[CH3:64], predict the reactants needed to synthesize it.